This data is from TCR-epitope binding with 47,182 pairs between 192 epitopes and 23,139 TCRs. The task is: Binary Classification. Given a T-cell receptor sequence (or CDR3 region) and an epitope sequence, predict whether binding occurs between them. (1) The epitope is KRWIIMGLNK. The TCR CDR3 sequence is CASSPLARRGGYNEQFF. Result: 0 (the TCR does not bind to the epitope). (2) The epitope is PKYVKQNTLKLAT. The TCR CDR3 sequence is CASKWTSGNTIYF. Result: 0 (the TCR does not bind to the epitope).